From a dataset of Forward reaction prediction with 1.9M reactions from USPTO patents (1976-2016). Predict the product of the given reaction. (1) Given the reactants [Cl:1][C:2]1[N:10]=[C:9]2[C:5]([NH:6][CH:7]=[N:8]2)=[C:4]([Cl:11])[N:3]=1.[C:12]1(O)[CH2:16][CH2:15][CH2:14][CH:13]=1.C1(O)CCCC1, predict the reaction product. The product is: [Cl:1][C:2]1[N:10]=[C:9]2[C:5]([N:6]=[CH:7][N:8]2[C:12]2[CH2:16][CH2:15][CH2:14][CH:13]=2)=[C:4]([Cl:11])[N:3]=1. (2) Given the reactants [Si]([C:5]#[N:6])(C)(C)C.[C:7]1([CH:13]2[CH2:22][CH2:21][C:20]3[C:15](=[CH:16][CH:17]=[CH:18][CH:19]=3)[C:14]2=O)[CH:12]=[CH:11][CH:10]=[CH:9][CH:8]=1.B(F)(F)F.C[CH2:29][O:30]CC.[OH2:33].[C:34]1(C)C=CC=CC=1, predict the reaction product. The product is: [CH3:34][O:33][C:16]1[C:17]([O:30][CH3:29])=[CH:18][CH:19]=[C:20]2[C:15]=1[CH2:14][CH:13]([C:7]1[CH:12]=[CH:11][CH:10]=[CH:9][CH:8]=1)[CH:22]=[C:21]2[C:5]#[N:6]. (3) Given the reactants [CH:1]1([C:4]2[C:5]([O:13][CH2:14][C:15]([F:18])([F:17])[F:16])=[CH:6][C:7]([C:10]([OH:12])=O)=[N:8][CH:9]=2)[CH2:3][CH2:2]1.[F:19][C:20]([F:26])([F:25])[C:21](=[N:23]O)[NH2:22], predict the reaction product. The product is: [CH:1]1([C:4]2[C:5]([O:13][CH2:14][C:15]([F:18])([F:17])[F:16])=[CH:6][C:7]([C:10]3[O:12][N:23]=[C:21]([C:20]([F:26])([F:25])[F:19])[N:22]=3)=[N:8][CH:9]=2)[CH2:2][CH2:3]1. (4) The product is: [I:15][C:16]1[CH:24]=[CH:23][C:19]([C:20]([NH:1][C:2]2[CH:3]=[N:4][CH:5]=[CH:6][CH:7]=2)=[O:21])=[CH:18][CH:17]=1. Given the reactants [NH2:1][C:2]1[CH:3]=[N:4][CH:5]=[CH:6][CH:7]=1.C(N(CC)CC)C.[I:15][C:16]1[CH:24]=[CH:23][C:19]([C:20](Cl)=[O:21])=[CH:18][CH:17]=1, predict the reaction product. (5) Given the reactants Cl[C:2]1[C:7]([N+:8]([O-:10])=[O:9])=[C:6]([NH2:11])[CH:5]=[CH:4][N:3]=1.[F:12][C:13]1[CH:14]=[C:15](B(O)O)[CH:16]=[CH:17][CH:18]=1.C([O-])([O-])=O.[Na+].[Na+].C1(C)C=CC=CC=1, predict the reaction product. The product is: [F:12][C:13]1[CH:18]=[C:17]([C:2]2[C:7]([N+:8]([O-:10])=[O:9])=[C:6]([NH2:11])[CH:5]=[CH:4][N:3]=2)[CH:16]=[CH:15][CH:14]=1. (6) Given the reactants C(O[C:4]([C:6]1[CH:10]=[N:9][N:8]2[CH:11]([CH3:20])[CH:12]([C:14]3[CH:19]=[CH:18][CH:17]=[CH:16][CH:15]=3)[NH:13][C:7]=12)=[O:5])C.[OH-].[K+].[CH2:23]([C:25]([NH2:38])([C:28]1[CH:33]=[CH:32][C:31]([C:34]([F:37])([F:36])[F:35])=[CH:30][CH:29]=1)[CH2:26][CH3:27])[CH3:24].CN(C(ON1N=NC2C=CC=NC1=2)=[N+](C)C)C.F[P-](F)(F)(F)(F)F.CCN(C(C)C)C(C)C, predict the reaction product. The product is: [CH2:23]([C:25]([NH:38][C:4]([C:6]1[CH:10]=[N:9][N:8]2[CH:11]([CH3:20])[CH:12]([C:14]3[CH:15]=[CH:16][CH:17]=[CH:18][CH:19]=3)[NH:13][C:7]=12)=[O:5])([C:28]1[CH:33]=[CH:32][C:31]([C:34]([F:36])([F:37])[F:35])=[CH:30][CH:29]=1)[CH2:26][CH3:27])[CH3:24]. (7) Given the reactants [CH3:1][N:2]([CH3:7])[C:3](=[S:6])[NH:4][NH2:5].Cl[C:9](=O)[C:10]([O:12][CH2:13][CH3:14])=[O:11].S(=O)(=O)(O)O, predict the reaction product. The product is: [CH3:1][N:2]([CH3:7])[C:3]1[S:6][C:9]([C:10]([O:12][CH2:13][CH3:14])=[O:11])=[N:5][N:4]=1. (8) Given the reactants F[C:2]1[N:7]2[CH:8]=[C:9]([CH2:11][N:12]3[C@H:25]4[C@H:16]([CH2:17][CH2:18][C:19]5[C:24]4=[N:23][CH:22]=[CH:21][CH:20]=5)[CH2:15][CH2:14][CH2:13]3)[N:10]=[C:6]2[CH:5]=[CH:4][CH:3]=1.[NH:26]1[CH2:32][CH2:31][CH2:30][NH:29][CH2:28][CH2:27]1.CN1CCCC1=O, predict the reaction product. The product is: [N:26]1([C:2]2[N:7]3[CH:8]=[C:9]([CH2:11][N:12]4[C@H:25]5[C@H:16]([CH2:17][CH2:18][C:19]6[C:24]5=[N:23][CH:22]=[CH:21][CH:20]=6)[CH2:15][CH2:14][CH2:13]4)[N:10]=[C:6]3[CH:5]=[CH:4][CH:3]=2)[CH2:32][CH2:31][CH2:30][NH:29][CH2:28][CH2:27]1. (9) Given the reactants C[O:2][C:3]1[CH:12]=[C:11]2[C:6]([CH:7]([C:13]3[CH:18]=[CH:17][C:16]([O:19]C)=[CH:15][CH:14]=3)[CH2:8][NH:9][CH2:10]2)=[CH:5][CH:4]=1.C(N(CC)CC)C.[C:28]1([S:34](Cl)(=[O:36])=[O:35])[CH:33]=[CH:32][CH:31]=[CH:30][CH:29]=1.B(Br)(Br)Br, predict the reaction product. The product is: [C:28]1([S:34]([N:9]2[CH2:8][CH:7]([C:13]3[CH:18]=[CH:17][C:16]([OH:19])=[CH:15][CH:14]=3)[C:6]3[C:11](=[CH:12][C:3]([OH:2])=[CH:4][CH:5]=3)[CH2:10]2)(=[O:36])=[O:35])[CH:33]=[CH:32][CH:31]=[CH:30][CH:29]=1. (10) Given the reactants [CH2:1]([O:3][C:4](=[O:22])[C:5]([CH3:21])([O:7][C:8]1[CH:13]=[CH:12][C:11]([O:14][CH2:15][CH2:16][CH2:17][C:18]#[CH:19])=[CH:10][C:9]=1[CH3:20])[CH3:6])[CH3:2].[Cl:23][C:24]1[CH:29]=[CH:28][C:27](I)=[CH:26][CH:25]=1, predict the reaction product. The product is: [CH2:1]([O:3][C:4](=[O:22])[C:5]([O:7][C:8]1[CH:13]=[CH:12][C:11]([O:14][CH2:15][CH2:16][CH2:17][C:18]#[C:19][C:27]2[CH:28]=[CH:29][C:24]([Cl:23])=[CH:25][CH:26]=2)=[CH:10][C:9]=1[CH3:20])([CH3:21])[CH3:6])[CH3:2].